The task is: Predict the product of the given reaction.. This data is from Forward reaction prediction with 1.9M reactions from USPTO patents (1976-2016). Given the reactants [Cl:1][C:2]1[CH:7]=[CH:6][C:5]([C:8]2[S:9][C:10]([C:20](=[O:29])[C:21]3[CH:26]=[CH:25][C:24]([O:27][CH3:28])=[CH:23][CH:22]=3)=[CH:11][C:12]=2[CH:13]([CH3:19])[C:14]([O:16]CC)=[O:15])=[CH:4][CH:3]=1.O1CCCC1.[OH-].[Na+], predict the reaction product. The product is: [Cl:1][C:2]1[CH:3]=[CH:4][C:5]([C:8]2[S:9][C:10]([C:20](=[O:29])[C:21]3[CH:22]=[CH:23][C:24]([O:27][CH3:28])=[CH:25][CH:26]=3)=[CH:11][C:12]=2[CH:13]([CH3:19])[C:14]([OH:16])=[O:15])=[CH:6][CH:7]=1.